This data is from Full USPTO retrosynthesis dataset with 1.9M reactions from patents (1976-2016). The task is: Predict the reactants needed to synthesize the given product. (1) Given the product [C:1]([C:3]1[C:4]([N:16]2[CH2:17][CH2:18][CH:19]([C:22]([NH:65][S:62]([CH2:61][CH:56]3[CH2:60][CH2:59][CH2:58][CH2:57]3)(=[O:64])=[O:63])=[O:24])[CH2:20][CH2:21]2)=[N:5][C:6]([CH3:15])=[C:7]([CH:8]=1)[C:9]([O:11][CH:12]([CH3:13])[CH3:14])=[O:10])#[N:2], predict the reactants needed to synthesize it. The reactants are: [C:1]([C:3]1[C:4]([N:16]2[CH2:21][CH2:20][CH:19]([C:22]([OH:24])=O)[CH2:18][CH2:17]2)=[N:5][C:6]([CH3:15])=[C:7]([C:9]([O:11][CH:12]([CH3:14])[CH3:13])=[O:10])[CH:8]=1)#[N:2].CN(C(ON1N=NC2C=CC=CC1=2)=[N+](C)C)C.[B-](F)(F)(F)F.CCN(C(C)C)C(C)C.[CH:56]1([CH2:61][S:62]([NH2:65])(=[O:64])=[O:63])[CH2:60][CH2:59][CH2:58][CH2:57]1.C([O-])(O)=O.[Na+]. (2) Given the product [C:18]([C:10]1[C:11]2[C:16](=[CH:15][CH:14]=[C:13]([F:17])[CH:12]=2)[N:8]([CH2:7][C:6]([OH:5])=[O:20])[N:9]=1)(=[O:23])[NH2:19], predict the reactants needed to synthesize it. The reactants are: C([O:5][C:6](=[O:20])[CH2:7][N:8]1[C:16]2[C:11](=[CH:12][C:13]([F:17])=[CH:14][CH:15]=2)[C:10]([C:18]#[N:19])=[N:9]1)(C)(C)C.C(C1C2C(=CN=C(C)C=2)N(CC(O)=O)N=1)(=[O:23])N. (3) Given the product [Cl:1][C:2]1[CH:3]=[CH:4][C:5]([F:11])=[C:6]([C:13]2[N:18]=[C:17]([NH2:19])[C:16]([CH3:20])=[CH:15][N:14]=2)[CH:7]=1, predict the reactants needed to synthesize it. The reactants are: [Cl:1][C:2]1[CH:3]=[CH:4][C:5]([F:11])=[C:6](B(O)O)[CH:7]=1.Cl[C:13]1[N:18]=[C:17]([NH2:19])[C:16]([CH2:20]F)=[CH:15][N:14]=1.C([O-])([O-])=O.[Na+].[Na+]. (4) Given the product [CH3:1][S:2]([O:5][C@@H:6]([CH3:38])[CH2:7][C:8]1[N:20]=[C:19]2[N:10]([C:11]([NH2:26])=[N:12][C:13]3[C:18]2=[CH:17][CH:16]=[C:15]2[O:21][C:22]([F:24])([F:25])[O:23][C:14]=32)[N:9]=1)(=[O:4])=[O:3], predict the reactants needed to synthesize it. The reactants are: [CH3:1][S:2]([O:5][C@@H:6]([CH3:38])[CH2:7][C:8]1[N:20]=[C:19]2[N:10]([C:11]([NH:26]CC3C=CC(OC)=CC=3OC)=[N:12][C:13]3[C:18]2=[CH:17][CH:16]=[C:15]2[O:21][C:22]([F:25])([F:24])[O:23][C:14]=32)[N:9]=1)(=[O:4])=[O:3].FC(F)(F)C(O)=O. (5) Given the product [C:1]([O:5][C:6](=[O:7])[NH:8][CH2:9][CH2:13][CH2:14][CH2:15][C:45](=[O:46])[NH:34][C:32]1[CH:33]=[C:28]([C:26]#[N:24])[CH:29]=[CH:30][C:31]=1[NH2:36])([CH3:2])([CH3:3])[CH3:4], predict the reactants needed to synthesize it. The reactants are: [C:1]([O:5][C:6]([NH:8][CH:9]([CH2:13][CH2:14][CH3:15])C(O)=O)=[O:7])([CH3:4])([CH3:3])[CH3:2].CCN=C=NCCC[N:24]([CH3:26])C.Cl.[CH:28]1[CH:29]=[CH:30][C:31]2[N:36](O)N=[N:34][C:32]=2[CH:33]=1.C(Cl)(Cl)Cl.CN([CH:45]=[O:46])C. (6) The reactants are: [F:1][C:2]([F:20])([F:19])[C:3]([NH:5][C:6]1[CH:18]=[CH:17][C:9]2[S:10][C:11]([C:13]([O:15]C)=[O:14])=[CH:12][C:8]=2[CH:7]=1)=[O:4].O.[OH-].[Li+].O. Given the product [F:20][C:2]([F:1])([F:19])[C:3]([NH:5][C:6]1[CH:18]=[CH:17][C:9]2[S:10][C:11]([C:13]([OH:15])=[O:14])=[CH:12][C:8]=2[CH:7]=1)=[O:4], predict the reactants needed to synthesize it. (7) The reactants are: C[O:2][C:3]1[C:12]2[C:7](=[CH:8][CH:9]=[CH:10][CH:11]=2)[C:6]([O:13]C)=[C:5]([CH3:15])[C:4]=1/[CH:16]=[C:17](\[CH2:21][CH2:22][CH2:23][CH2:24][CH2:25][CH2:26][CH2:27][CH2:28][CH3:29])/[C:18]([OH:20])=[O:19].C1(=O)C2C(=CC=CC=2)C(=O)C=C1/C=C(\C)/C(O)=O. Given the product [CH3:15][C:5]1[C:6](=[O:13])[C:7]2[C:12](=[CH:11][CH:10]=[CH:9][CH:8]=2)[C:3](=[O:2])[C:4]=1/[CH:16]=[C:17](\[CH2:21][CH2:22][CH2:23][CH2:24][CH2:25][CH2:26][CH2:27][CH2:28][CH3:29])/[C:18]([OH:20])=[O:19], predict the reactants needed to synthesize it. (8) Given the product [Cl:8][C:7]1[CH:6]=[CH:5][C:4]([O:9][C:11]2[CH:18]=[CH:17][C:16]([CH2:19][OH:20])=[CH:15][C:12]=2[C:13]#[N:14])=[CH:3][C:2]=1[F:1], predict the reactants needed to synthesize it. The reactants are: [F:1][C:2]1[CH:3]=[C:4]([OH:9])[CH:5]=[CH:6][C:7]=1[Cl:8].F[C:11]1[CH:18]=[CH:17][C:16]([CH:19]=[O:20])=[CH:15][C:12]=1[C:13]#[N:14]. (9) Given the product [C:29]([O:28][C:25](=[O:27])[CH2:26][C:3](=[O:24])[C:4]1[CH:9]=[CH:8][CH:7]=[C:6]([C:10]2[S:11][C:12]([CH2:15][CH2:16][O:17][CH:18]3[CH2:23][CH2:22][CH2:21][CH2:20][O:19]3)=[N:13][N:14]=2)[CH:5]=1)([CH3:32])([CH3:31])[CH3:30], predict the reactants needed to synthesize it. The reactants are: CO[C:3](=[O:24])[C:4]1[CH:9]=[CH:8][CH:7]=[C:6]([C:10]2[S:11][C:12]([CH2:15][CH2:16][O:17][CH:18]3[CH2:23][CH2:22][CH2:21][CH2:20][O:19]3)=[N:13][N:14]=2)[CH:5]=1.[C:25]([O:28][C:29]([CH3:32])([CH3:31])[CH3:30])(=[O:27])[CH3:26].[Li]. (10) The reactants are: [NH2:1][C:2]1[N:7]=[CH:6][N:5]=[C:4]2[N:8]([CH:12]([C:14]3[C:15]([O:33][CH2:34][CH3:35])=[C:16]([CH:22]4[CH2:25][N:24](C(OC(C)(C)C)=O)[CH2:23]4)[C:17]([F:21])=[C:18]([Cl:20])[CH:19]=3)[CH3:13])[N:9]=[C:10]([CH3:11])[C:3]=12.[ClH:36].O1CCOCC1. Given the product [ClH:20].[ClH:36].[NH:24]1[CH2:23][CH:22]([C:16]2[C:15]([O:33][CH2:34][CH3:35])=[C:14]([CH:12]([N:8]3[C:4]4=[N:5][CH:6]=[N:7][C:2]([NH2:1])=[C:3]4[C:10]([CH3:11])=[N:9]3)[CH3:13])[CH:19]=[C:18]([Cl:20])[C:17]=2[F:21])[CH2:25]1, predict the reactants needed to synthesize it.